This data is from Reaction yield outcomes from USPTO patents with 853,638 reactions. The task is: Predict the reaction yield, written as a fraction of the theoretical maximum amount of product (1.0 means a 100% yield; for example, 0.34 means a 34% yield). (1) The reactants are [C:1]([C:5]1[CH:10]=[C:9]([C:11]#[CH:12])[CH:8]=[C:7]([C:13]([CH3:16])([CH3:15])[CH3:14])[C:6]=1[O:17][CH3:18])([CH3:4])([CH3:3])[CH3:2].[CH3:19][O:20][C:21](=[O:30])[CH2:22][C:23]1[CH:28]=[CH:27][C:26](I)=[CH:25][CH:24]=1.C(N(CC)CC)C.O1CCCC1. The catalyst is CCCCCC.[Cu]I.Cl[Pd](Cl)([P](C1C=CC=CC=1)(C1C=CC=CC=1)C1C=CC=CC=1)[P](C1C=CC=CC=1)(C1C=CC=CC=1)C1C=CC=CC=1.C(OCC)(=O)C. The product is [CH3:19][O:20][C:21](=[O:30])[CH2:22][C:23]1[CH:24]=[CH:25][C:26]([C:12]#[C:11][C:9]2[CH:10]=[C:5]([C:1]([CH3:4])([CH3:2])[CH3:3])[C:6]([O:17][CH3:18])=[C:7]([C:13]([CH3:16])([CH3:15])[CH3:14])[CH:8]=2)=[CH:27][CH:28]=1. The yield is 0.810. (2) The reactants are [I:1][C:2]1[CH:9]=[CH:8][CH:7]=[CH:6][C:3]=1[CH2:4][OH:5]. The catalyst is ClCCl.[O-2].[Mn+2]. The product is [I:1][C:2]1[CH:9]=[CH:8][CH:7]=[CH:6][C:3]=1[CH:4]=[O:5]. The yield is 0.910. (3) The reactants are [CH3:1][O:2][C@H:3]1[CH2:8][CH2:7][CH2:6][C@@H:5]([NH:9][C:10]2[C:15]([C:16]([NH2:18])=[O:17])=[CH:14][N:13]=[C:12](SC)[N:11]=2)[CH2:4]1.[CH:21]1C=C(Cl)C=C(C(OO)=O)C=1.[S:32]([O-:36])([O-])(=[O:34])=S.[Na+].[Na+]. The catalyst is C(Cl)Cl.CC(C)=O. The product is [CH3:1][O:2][C@H:3]1[CH2:8][CH2:7][CH2:6][C@@H:5]([NH:9][C:10]2[C:15]([C:16]([NH2:18])=[O:17])=[CH:14][N:13]=[C:12]([S:32]([CH3:21])(=[O:36])=[O:34])[N:11]=2)[CH2:4]1. The yield is 0.810. (4) The reactants are [CH:1](=[O:5])[CH2:2][CH2:3][CH3:4].[CH2:6](O)[CH2:7][CH2:8][OH:9]. The catalyst is P(=O)(O)(O)O.O. The product is [CH2:2]([CH:1]1[O:9][CH2:8][CH2:7][CH2:6][O:5]1)[CH2:3][CH3:4]. The yield is 0.560. (5) The reactants are [Cl:1][C:2]1[CH:28]=[C:27]([Cl:29])[CH:26]=[CH:25][C:3]=1[C:4]([C:6]1[O:7][C:8]2[CH:17]=[C:16]([C:18]3[CH:19]=[C:20]([CH3:24])[CH:21]=[CH:22][CH:23]=3)[CH:15]=[CH:14][C:9]=2[C:10]=1[C:11]([NH2:13])=O)=[O:5].O=S(Cl)Cl. No catalyst specified. The product is [Cl:1][C:2]1[CH:28]=[C:27]([Cl:29])[CH:26]=[CH:25][C:3]=1[C:4]([C:6]1[O:7][C:8]2[CH:17]=[C:16]([C:18]3[CH:19]=[C:20]([CH3:24])[CH:21]=[CH:22][CH:23]=3)[CH:15]=[CH:14][C:9]=2[C:10]=1[C:11]#[N:13])=[O:5]. The yield is 0.130. (6) The reactants are [CH3:1][O:2][C:3]([CH:5]1[CH2:9][CH:8]([OH:10])[CH:7]=[C:6]1[C:11]([O:13]C)=[O:12])=[O:4].[Li+].[OH-].C1(C)C=CC=CC=1.CO. The catalyst is O1CCOCC1.O. The product is [CH3:1][O:2][C:3]([C:5]1[C@H:6]([C:11]([OH:13])=[O:12])[CH2:7][C@H:8]([OH:10])[CH:9]=1)=[O:4]. The yield is 0.270.